Predict the reactants needed to synthesize the given product. From a dataset of Full USPTO retrosynthesis dataset with 1.9M reactions from patents (1976-2016). Given the product [F:34][C:2]([F:1])([F:33])[C:3]1[CH:4]=[C:5]([C@H:13]([O:15][CH:16]2[O:24][CH2:23][C@@H:19]3[CH2:20][N:21]([C:35]4[CH2:39][CH2:38][C:37](=[O:40])[CH:36]=4)[CH2:22][C@H:18]3[C@@H:17]2[C:25]2[CH:30]=[CH:29][C:28]([F:31])=[CH:27][C:26]=2[CH3:32])[CH3:14])[CH:6]=[C:7]([C:9]([F:12])([F:10])[F:11])[CH:8]=1, predict the reactants needed to synthesize it. The reactants are: [F:1][C:2]([F:34])([F:33])[C:3]1[CH:4]=[C:5]([C@H:13]([O:15][C@H:16]2[O:24][CH2:23][C@@H:19]3[CH2:20][NH:21][CH2:22][C@H:18]3[C@@H:17]2[C:25]2[CH:30]=[CH:29][C:28]([F:31])=[CH:27][C:26]=2[CH3:32])[CH3:14])[CH:6]=[C:7]([C:9]([F:12])([F:11])[F:10])[CH:8]=1.[C:35]1(=O)[CH2:39][CH2:38][C:37](=[O:40])[CH2:36]1.